This data is from TCR-epitope binding with 47,182 pairs between 192 epitopes and 23,139 TCRs. The task is: Binary Classification. Given a T-cell receptor sequence (or CDR3 region) and an epitope sequence, predict whether binding occurs between them. (1) The epitope is FLPRVFSAV. The TCR CDR3 sequence is CASSMMNTGELFF. Result: 1 (the TCR binds to the epitope). (2) The epitope is EHPTFTSQYRIQGKL. The TCR CDR3 sequence is CASSQDPGQVNSPLHF. Result: 0 (the TCR does not bind to the epitope).